From a dataset of Full USPTO retrosynthesis dataset with 1.9M reactions from patents (1976-2016). Predict the reactants needed to synthesize the given product. (1) Given the product [CH3:13][C:14]1([CH3:20])[CH2:18][N:17]([C:2]2[CH:12]=[CH:11][C:5]([C:6]([O:8][CH2:9][CH3:10])=[O:7])=[CH:4][CH:3]=2)[C:16](=[O:19])[CH2:15]1, predict the reactants needed to synthesize it. The reactants are: I[C:2]1[CH:12]=[CH:11][C:5]([C:6]([O:8][CH2:9][CH3:10])=[O:7])=[CH:4][CH:3]=1.[CH3:13][C:14]1([CH3:20])[CH2:18][NH:17][C:16](=[O:19])[CH2:15]1. (2) Given the product [CH3:1][O:2][C:3]1[CH:12]=[CH:11][C:10]2[C:5](=[C:6]([O:13][CH2:15][C:16]([O:18][CH2:19][CH3:20])=[O:17])[CH:7]=[CH:8][CH:9]=2)[N:4]=1, predict the reactants needed to synthesize it. The reactants are: [CH3:1][O:2][C:3]1[CH:12]=[CH:11][C:10]2[C:5](=[C:6]([OH:13])[CH:7]=[CH:8][CH:9]=2)[N:4]=1.Br[CH2:15][C:16]([O:18][CH2:19][CH3:20])=[O:17].C([O-])([O-])=O.[K+].[K+]. (3) Given the product [CH3:20][O:19][C:13]1[CH:12]=[C:11]2[C:16]([CH2:17][CH2:18][CH:9]([NH2:8])[CH2:10]2)=[CH:15][CH:14]=1, predict the reactants needed to synthesize it. The reactants are: C([NH:8][CH:9]1[CH2:18][CH2:17][C:16]2[C:11](=[CH:12][C:13]([O:19][CH3:20])=[CH:14][CH:15]=2)[CH2:10]1)C1C=CC=CC=1.C(O)C. (4) The reactants are: N1C=CC=CC=1C=[O:8].[F:9][C:10]([Si](C)(C)C)([F:12])[F:11].[F-].C([N+:22]([CH2:31][CH2:32][CH2:33][CH3:34])([CH2:27][CH2:28]CC)CCCC)CCC. Given the product [F:9][C:10]([F:12])([F:11])[CH:34]([C:33]1[CH:28]=[CH:27][N:22]=[CH:31][CH:32]=1)[OH:8], predict the reactants needed to synthesize it. (5) Given the product [Br:8][C:24]1[S:23][C:20]2[CH2:21][CH2:22][NH:16][CH2:17][CH2:18][C:19]=2[N:25]=1, predict the reactants needed to synthesize it. The reactants are: N(OC(C)(C)C)=O.[Br-:8].C(OC([N:16]1[CH2:22][CH2:21][C:20]2[S:23][C:24](N)=[N:25][C:19]=2[CH2:18][CH2:17]1)=O)(C)(C)C. (6) Given the product [Cl:1][C:2]1[CH:9]=[CH:8][CH:7]=[CH:6][C:3]=1[CH:4]([OH:5])[CH2:11][C:10]([CH3:13])([CH3:16])[CH3:12], predict the reactants needed to synthesize it. The reactants are: [Cl:1][C:2]1[CH:9]=[CH:8][CH:7]=[CH:6][C:3]=1[CH:4]=[O:5].[C:10]([Mg]Cl)([CH3:13])([CH3:12])[CH3:11].[CH3:16]CCCCC.C(OCC)(=O)C. (7) The reactants are: [CH3:1][O:2][CH2:3][CH2:4][O:5][CH2:6][C:7]([OH:9])=O.[CH3:10][NH:11][CH2:12][CH2:13][CH2:14][OH:15]. Given the product [OH:15][CH2:14][CH2:13][CH2:12][N:11]([CH3:10])[C:7](=[O:9])[CH2:6][O:5][CH2:4][CH2:3][O:2][CH3:1], predict the reactants needed to synthesize it. (8) Given the product [CH3:1][N:2]([CH3:30])[C:3]([N:5]1[CH2:6][CH2:7][N:8]([C:11]2[CH:29]=[CH:28][C:14]3[NH:15][C:16]([C:18]4[CH:23]=[CH:22][C:21]([NH2:24])=[C:20]([NH2:25])[CH:19]=4)=[N:17][C:13]=3[CH:12]=2)[CH2:9][CH2:10]1)=[O:4], predict the reactants needed to synthesize it. The reactants are: [CH3:1][N:2]([CH3:30])[C:3]([N:5]1[CH2:10][CH2:9][N:8]([C:11]2[CH:29]=[CH:28][C:14]3[NH:15][C:16]([C:18]4[CH:23]=[CH:22][C:21]([NH2:24])=[C:20]([N+:25]([O-])=O)[CH:19]=4)=[N:17][C:13]=3[CH:12]=2)[CH2:7][CH2:6]1)=[O:4]. (9) Given the product [OH:15][C:16]1([C:2]2[CH:9]=[CH:8][C:5]([C:6]#[N:7])=[CH:4][CH:3]=2)[CH2:19][O:18][CH2:17]1, predict the reactants needed to synthesize it. The reactants are: I[C:2]1[CH:9]=[CH:8][C:5]([C:6]#[N:7])=[CH:4][CH:3]=1.CC([Mg]Cl)C.[O:15]=[C:16]1[CH2:19][O:18][CH2:17]1.[NH4+].[Cl-].